From a dataset of Forward reaction prediction with 1.9M reactions from USPTO patents (1976-2016). Predict the product of the given reaction. Given the reactants [N+:1]([C:4]1[CH:5]=[C:6]2[C:10](=[CH:11][CH:12]=1)[NH:9][NH:8][C:7]2=[O:13])([O-:3])=[O:2].C(Br)C=C.C(N1[C:29]2[C:24](=[CH:25][C:26]([N+]([O-])=O)=[CH:27][CH:28]=2)[C:23](=O)N1)C=C, predict the reaction product. The product is: [CH2:23]([N:9]1[C:10]2[C:6](=[CH:5][C:4]([N+:1]([O-:3])=[O:2])=[CH:12][CH:11]=2)[C:7](=[O:13])[NH:8]1)[C:24]1[CH:29]=[CH:28][CH:27]=[CH:26][CH:25]=1.